Task: Predict the reactants needed to synthesize the given product.. Dataset: Full USPTO retrosynthesis dataset with 1.9M reactions from patents (1976-2016) (1) Given the product [NH2:25][C:11]1[N:12]=[C:13]([C:15]2[CH:24]=[C:23]3[C:18]([CH2:19][CH2:20][N:21]([C:27]4[CH:34]=[CH:33][C:30]([C:31]#[N:32])=[CH:29][N:28]=4)[CH2:22]3)=[CH:17][CH:16]=2)[CH:14]=[C:9]([N:6]2[CH2:5][CH2:4][N:3]([CH3:2])[CH2:8][CH2:7]2)[N:10]=1, predict the reactants needed to synthesize it. The reactants are: Cl.[CH3:2][N:3]1[CH2:8][CH2:7][N:6]([C:9]2[CH:14]=[C:13]([C:15]3[CH:24]=[C:23]4[C:18]([CH2:19][CH2:20][NH:21][CH2:22]4)=[CH:17][CH:16]=3)[N:12]=[C:11]([NH2:25])[N:10]=2)[CH2:5][CH2:4]1.Br[C:27]1[CH:34]=[CH:33][C:30]([C:31]#[N:32])=[CH:29][N:28]=1. (2) Given the product [CH2:4]([O:11][C:12]1[CH:20]=[CH:19][C:15]([C:16]([O:18][CH3:1])=[O:17])=[CH:14][C:13]=1[C@@H:21]([C:31]1[CH:32]=[CH:33][CH:34]=[CH:35][CH:36]=1)[CH2:22][CH2:23][N:24]([CH:25]([CH3:27])[CH3:26])[CH:28]([CH3:29])[CH3:30])[C:5]1[CH:6]=[CH:7][CH:8]=[CH:9][CH:10]=1, predict the reactants needed to synthesize it. The reactants are: [CH3:1]O.Cl.[CH2:4]([O:11][C:12]1[CH:20]=[CH:19][C:15]([C:16]([OH:18])=[O:17])=[CH:14][C:13]=1[C@@H:21]([C:31]1[CH:36]=[CH:35][CH:34]=[CH:33][CH:32]=1)[CH2:22][CH2:23][N:24]([CH:28]([CH3:30])[CH3:29])[CH:25]([CH3:27])[CH3:26])[C:5]1[CH:10]=[CH:9][CH:8]=[CH:7][CH:6]=1.S(Cl)(Cl)=O. (3) Given the product [C:19]([C:3]1[C:2]([NH2:1])=[C:43]([CH:6]=[CH:5][CH:4]=1)[C:44]([OH:39])=[O:29])([O:21][C:22]([CH3:23])([CH3:24])[CH3:25])=[O:20], predict the reactants needed to synthesize it. The reactants are: [NH2:1][C:2]1C=C[C:5]([C:6](O)=O)=[CH:4][CH:3]=1.[CH3:23][C:22]([O:21][C:19](O[C:19]([O:21][C:22]([CH3:25])([CH3:24])[CH3:23])=[O:20])=[O:20])([CH3:25])[CH3:24].C(O)(=O)CC(CC(O)=O)(C(O)=O)[OH:29].[O:39]1[CH2:44][CH2:43]OCC1. (4) Given the product [O:1]=[C:2]1[NH:6][C:5](=[O:7])[CH:4]([CH2:8][C:9]2[CH:10]=[CH:11][C:12]([C:15]3[CH:20]=[CH:19][CH:18]=[C:17]([CH2:21][N:22]([CH3:30])[C:23](=[O:29])[O:24][C:25]([CH3:26])([CH3:28])[CH3:27])[CH:16]=3)=[CH:13][CH:14]=2)[S:3]1, predict the reactants needed to synthesize it. The reactants are: [O:1]=[C:2]1[NH:6][C:5](=[O:7])[C:4](=[CH:8][C:9]2[CH:14]=[CH:13][C:12]([C:15]3[CH:20]=[CH:19][CH:18]=[C:17]([CH2:21][N:22]([CH3:30])[C:23](=[O:29])[O:24][C:25]([CH3:28])([CH3:27])[CH3:26])[CH:16]=3)=[CH:11][CH:10]=2)[S:3]1.[H][H]. (5) Given the product [CH:34]1([CH2:37][C:38]([NH:22][NH:21][C:17]2[N:18]=[N:19][CH:20]=[C:15]([N:12]3[CH2:13][CH2:14][CH:9]([C:4]4[C:5]([F:8])=[CH:6][CH:7]=[C:2]([F:1])[C:3]=4[O:27][CH3:28])[CH2:10][CH2:11]3)[C:16]=2[C:23]([F:24])([F:25])[F:26])=[O:39])[CH2:36][CH2:35]1, predict the reactants needed to synthesize it. The reactants are: [F:1][C:2]1[C:3]([O:27][CH3:28])=[C:4]([CH:9]2[CH2:14][CH2:13][N:12]([C:15]3[C:16]([C:23]([F:26])([F:25])[F:24])=[C:17]([NH:21][NH2:22])[N:18]=[N:19][CH:20]=3)[CH2:11][CH2:10]2)[C:5]([F:8])=[CH:6][CH:7]=1.C1COCC1.[CH:34]1([CH2:37][C:38](Cl)=[O:39])[CH2:36][CH2:35]1.